The task is: Predict the reactants needed to synthesize the given product.. This data is from Full USPTO retrosynthesis dataset with 1.9M reactions from patents (1976-2016). (1) Given the product [Cl:1][C:2]1[CH:7]=[CH:6][C:5]([C:8]2[N:12]([C:13]3[CH:18]=[CH:17][C:16]([Cl:19])=[CH:15][C:14]=3[Cl:20])[N:11]=[C:10]([C:21]([NH:23][NH:24][C:27](=[O:32])[C:28]([CH3:31])([CH3:30])[CH3:29])=[O:22])[C:9]=2[S:25][CH3:26])=[CH:4][CH:3]=1, predict the reactants needed to synthesize it. The reactants are: [Cl:1][C:2]1[CH:7]=[CH:6][C:5]([C:8]2[N:12]([C:13]3[CH:18]=[CH:17][C:16]([Cl:19])=[CH:15][C:14]=3[Cl:20])[N:11]=[C:10]([C:21]([NH:23][NH2:24])=[O:22])[C:9]=2[S:25][CH3:26])=[CH:4][CH:3]=1.[C:27](O)(=[O:32])[C:28]([CH3:31])([CH3:30])[CH3:29].CCN=C=NCCCN(C)C.Cl. (2) Given the product [OH:6][C:7]1[CH:15]=[C:14]2[C:10]([CH:11]=[C:12]([C:16]([OH:18])=[O:17])[NH:13]2)=[CH:9][CH:8]=1, predict the reactants needed to synthesize it. The reactants are: B(Br)(Br)Br.C[O:6][C:7]1[CH:15]=[C:14]2[C:10]([CH:11]=[C:12]([C:16]([O:18]C)=[O:17])[NH:13]2)=[CH:9][CH:8]=1.Cl.